This data is from Forward reaction prediction with 1.9M reactions from USPTO patents (1976-2016). The task is: Predict the product of the given reaction. Given the reactants C(=O)([O-])[O-].[Na+].[Na+].[I:7][C:8]1[CH:9]=[C:10]([CH2:14][C:15]#[N:16])[CH:11]=[CH:12][CH:13]=1.Cl.[NH2:18][OH:19].CCO, predict the reaction product. The product is: [OH:19][NH:18][C:15](=[NH:16])[CH2:14][C:10]1[CH:11]=[CH:12][CH:13]=[C:8]([I:7])[CH:9]=1.